This data is from Forward reaction prediction with 1.9M reactions from USPTO patents (1976-2016). The task is: Predict the product of the given reaction. (1) The product is: [Br:16][C:17]1[C:18]([C:23]2[NH:27][N:26]=[CH:25][N:24]=2)=[C:19]([NH:22][C:13](=[O:15])[CH2:12][C:3]2[C:2]([F:1])=[CH:11][CH:10]=[C:9]3[C:4]=2[CH:5]=[CH:6][CH:7]=[N:8]3)[S:20][CH:21]=1. Given the reactants [F:1][C:2]1[C:3]([CH2:12][C:13]([OH:15])=O)=[C:4]2[C:9](=[CH:10][CH:11]=1)[N:8]=[CH:7][CH:6]=[CH:5]2.[Br:16][C:17]1[C:18]([C:23]2[NH:27][N:26]=[CH:25][N:24]=2)=[C:19]([NH2:22])[S:20][CH:21]=1, predict the reaction product. (2) Given the reactants [NH2:1][C:2]1[CH:7]=[CH:6][C:5]([O:8][CH2:9][C:10]2[CH:15]=[CH:14][CH:13]=[CH:12][CH:11]=2)=[CH:4][C:3]=1[OH:16].[Cl:17][C:18]1[CH:23]=[CH:22][C:21]([N:24]=[C:25]=[O:26])=[CH:20][C:19]=1[C:27]([F:30])([F:29])[F:28], predict the reaction product. The product is: [CH2:9]([O:8][C:5]1[CH:6]=[CH:7][C:2]([NH:1][C:25]([NH:24][C:21]2[CH:22]=[CH:23][C:18]([Cl:17])=[C:19]([C:27]([F:29])([F:28])[F:30])[CH:20]=2)=[O:26])=[C:3]([OH:16])[CH:4]=1)[C:10]1[CH:15]=[CH:14][CH:13]=[CH:12][CH:11]=1. (3) Given the reactants Br[C:2]1[N:3]=[CH:4][N:5]([CH2:12][O:13][CH2:14][CH2:15][Si:16]([CH3:19])([CH3:18])[CH3:17])[C:6]=1[C:7]([O:9][CH2:10][CH3:11])=[O:8].[C:20]([C:22]1[CH:27]=[CH:26][C:25](B(O)O)=[CH:24][CH:23]=1)#[N:21].C(Cl)Cl.C(=O)([O-])[O-].[K+].[K+], predict the reaction product. The product is: [C:20]([C:22]1[CH:27]=[CH:26][C:25]([C:2]2[N:3]=[CH:4][N:5]([CH2:12][O:13][CH2:14][CH2:15][Si:16]([CH3:19])([CH3:18])[CH3:17])[C:6]=2[C:7]([O:9][CH2:10][CH3:11])=[O:8])=[CH:24][CH:23]=1)#[N:21]. (4) Given the reactants [C:1]([O:9][CH2:10][CH3:11])(=[O:8])[CH2:2][C:3]([O:5][CH2:6][CH3:7])=[O:4].[C:12]([C:14]1[CH:21]=[CH:20][C:17]([CH2:18]Br)=[CH:16][CH:15]=1)#[N:13], predict the reaction product. The product is: [C:12]([C:14]1[CH:21]=[CH:20][C:17]([CH2:18][CH:2]([C:3]([O:5][CH2:6][CH3:7])=[O:4])[C:1]([O:9][CH2:10][CH3:11])=[O:8])=[CH:16][CH:15]=1)#[N:13]. (5) Given the reactants [Cl:1][C:2]1[CH:3]=[CH:4][C:5]([C:8]([C:17]2[CH:22]=[C:21]([C:23]([F:26])([F:25])[F:24])[CH:20]=[C:19]([F:27])[CH:18]=2)([NH2:16])[CH2:9][C:10]2[CH:15]=[CH:14][CH:13]=[CH:12][CH:11]=2)=[N:6][CH:7]=1.[CH3:28][C:29]1[N:30]=[CH:31][NH:32][C:33]=1[CH:34]=O.C(O)(=O)C.[BH-](OC(C)=O)(OC(C)=O)OC(C)=O.[Na+], predict the reaction product. The product is: [Cl:1][C:2]1[CH:3]=[CH:4][C:5]([C:8]([C:17]2[CH:22]=[C:21]([C:23]([F:26])([F:24])[F:25])[CH:20]=[C:19]([F:27])[CH:18]=2)([NH:16][CH2:34][C:33]2[NH:32][CH:31]=[N:30][C:29]=2[CH3:28])[CH2:9][C:10]2[CH:11]=[CH:12][CH:13]=[CH:14][CH:15]=2)=[N:6][CH:7]=1.